From a dataset of Experimentally validated miRNA-target interactions with 360,000+ pairs, plus equal number of negative samples. Binary Classification. Given a miRNA mature sequence and a target amino acid sequence, predict their likelihood of interaction. (1) The miRNA is hsa-miR-205-3p with sequence GAUUUCAGUGGAGUGAAGUUC. The protein sequence of the target gene is MEKNPPDDTGPVHVPLGHIVANEKWRGSQLAQEMQGKIKLIFEDGLTPDFYLSNRCCILYVTEADLVAGNGYRKRLVRVRNSNNLKGIVVVEKTRMSEQYFPALQKFTVLDLGMVLLPVASQMEASCLVIQLVQEQTKEPSKNPLLGKKRALLLSEPSLLRTVQQIPGVGKVKAPLLLQKFPSIQQLSNASIGELEQVVGQAVAQQIHAFFTQPR. Result: 1 (interaction). (2) The miRNA is dme-miR-278-3p with sequence UCGGUGGGACUUUCGUCCGUUU. The protein sequence of the target gene is MAEITNIRPSFDVSPVAAGLIGASVLVVCVSVTVFVWTCCHQQAEKKHKTPPYKFIHMLKGISIYPETLSNKKKIIKVRRDKDGPRRESGRGNLLINAESGLLSHDKDPRGPSPASCMDQLPIKRDYGEELRSPMTSLTPGESKATSPSSPEEDVMLGSLTFSVDYNFPKKALVVTIQEAHGLPVMDDQTQGSDPYIKMTILPDKRHRVKTRVLRKTLDPVFDETFTFYGIPYSQLQDLVLHFLVLSFDRFSRDDVIGEVMVPLAGVDPSTGKVQLTRDIIKRNIQKCISRGELQVSLSY.... Result: 0 (no interaction). (3) The miRNA is hsa-miR-92a-3p with sequence UAUUGCACUUGUCCCGGCCUGU. The protein sequence of the target gene is MSGRGKQGGKARAKAKTRSSRAGLQFPVGRVHRLLRKGNYAERVGAGAPVYLAAVLEYLTAEILELAGNAARDNKKTRIIPRHLQLAIRNDEELNKLLGKVTIAQGGVLPNIQAVLLPKKTESHHKAK. Result: 1 (interaction). (4) The miRNA is hsa-miR-4445-5p with sequence AGAUUGUUUCUUUUGCCGUGCA. The protein sequence of the target gene is MSEAVRVPSPATPLVVAAPAPEERKGKESEREKLPPIVSAGAGATAGLDRGAKGQISTFSSFISAVSPKKEAAENRSSPAHLVFPNIKNVREPPPICLDVRQKQRTSMDASSSEMKAPVLPEPILPIQPKTVKDFQEDVEKVKSSGDWKAVHDFYLTTFDSFPELNAAFKKDATASFNTIEDSGINAKFVNAVYDTLLNTPQDVQKTVLKGIINSLLREWKGPRTKDDLRAYFILLQNPQFNNTSTYVIYAHLLRQIATLVEADHHFLVHWFKKLSQKRFKQLVERLLQFISLRLFPAKP.... Result: 1 (interaction). (5) Result: 1 (interaction). The protein sequence of the target gene is MARHRNVRGYNYDEDFEDDDLYGQSVEDDYCISPSTAAQFIYSRRDKPSVEPVEEYDYEDLKESSNSVSNHQLSGFDQARLYSCLDHMREVLGDAVPDEILIEAVLKNKFDVQKALSGVLEQDRVQSLKDKNEATVSTGKIAKGKPVDSQTSRSESEIVPKVAKMTVSGKKQTMGFEVPGVSSEENGHSFHTPQKGPPIEDAIASSDVLETASKSANPPHTIQASEEQSSTPAPVKKSGKLRQQIDVKAELEKRQGGKQLLNLVVIGHVDAGKSTLMGHMLYLLGNINKRTMHKYEQESK.... The miRNA is hsa-miR-6885-3p with sequence CUUUGCUUCCUGCUCCCCUAG. (6) The miRNA is hsa-miR-142-3p with sequence UGUAGUGUUUCCUACUUUAUGGA. The protein sequence of the target gene is MGGRMWLPFPVLLLSALPAALLRGAAGFTPSLDSDFTFTLPAGRKECFYQPMPLKASLEIEYQVLDGGELDIDFHLTSPEGRTLVFEQRKSDGVHTIETEDGDYMFCFDNTFSTISEKVIFFELILDNMGEEVQGQEDWKKYITNTDVLEMKLEDILESINSIKSRLSKSGHIQTLLRAFEARDRNIQESNFDRVNFWSVVNLMVMVVVSAIQVYTLKSLFEDKRKSRT. Result: 0 (no interaction). (7) The miRNA is rno-let-7d-5p with sequence AGAGGUAGUAGGUUGCAUAGUU. The protein sequence of the target gene is MFQLPVNNLGSLRKARKTVKKILSDIGLEYCKEHIEDFKQFEPNDFYLKNTTWEDVGLWDPSLTKNQDYRTKPFCCSACPFSSKFFSAYKSHFRNVHSEDFENRILLNCPYCTFNADKKTLETHIKIFHAPNSSAPSSSLSTFKDKNKNDGLKPKQADNVEQAVYYCKKCTYRDPLYEIVRKHIYREHFQHVAAPYIAKAGEKSLNGAVSLGTNAREECNIHCKRCLFMPKSYEALVQHVIEDHERIGYQVTAMIGHTNVVVPRAKPLMLIAPKPQDKKGMGLPPRISSLASGNVRSLPS.... Result: 0 (no interaction).